This data is from Forward reaction prediction with 1.9M reactions from USPTO patents (1976-2016). The task is: Predict the product of the given reaction. Given the reactants [O:1]1[CH2:6][CH2:5][N:4]([CH2:7][C:8]2[CH:13]=[CH:12][C:11]([S:14]([O-:16])=[O:15])=[CH:10][CH:9]=2)[CH2:3][CH2:2]1.[Li+].Cl[CH2:19][C:20]1[N:21]=[C:22]([C:26]2[CH:35]=[CH:34][C:29]([C:30]([O:32][CH3:33])=[O:31])=[CH:28][CH:27]=2)[O:23][C:24]=1[CH3:25].C(=O)([O-])[O-].[K+].[K+], predict the reaction product. The product is: [CH3:25][C:24]1[O:23][C:22]([C:26]2[CH:35]=[CH:34][C:29]([C:30]([O:32][CH3:33])=[O:31])=[CH:28][CH:27]=2)=[N:21][C:20]=1[CH2:19][S:14]([C:11]1[CH:10]=[CH:9][C:8]([CH2:7][N:4]2[CH2:5][CH2:6][O:1][CH2:2][CH2:3]2)=[CH:13][CH:12]=1)(=[O:16])=[O:15].